From a dataset of Reaction yield outcomes from USPTO patents with 853,638 reactions. Predict the reaction yield, written as a fraction of the theoretical maximum amount of product (1.0 means a 100% yield; for example, 0.34 means a 34% yield). The reactants are C(OC([N:11]1[CH2:16][CH2:15][CH:14]([N:17]2[C:21]([N:22]3[CH2:26][C@H:25]([S:27]([C:30]4[CH:35]=[CH:34][CH:33]=[CH:32][C:31]=4[C:36]([F:39])([F:38])[F:37])(=[O:29])=[O:28])[CH2:24][C@H:23]3[C:40](=[O:47])[NH:41][C:42]3([C:45]#[N:46])[CH2:44][CH2:43]3)=[CH:20][C:19]([CH3:48])=[N:18]2)[CH2:13][CH2:12]1)=O)C1C=CC=CC=1. The catalyst is [Pd].C(O)C. The product is [C:45]([C:42]1([NH:41][C:40]([C@@H:23]2[CH2:24][C@@H:25]([S:27]([C:30]3[CH:35]=[CH:34][CH:33]=[CH:32][C:31]=3[C:36]([F:39])([F:38])[F:37])(=[O:28])=[O:29])[CH2:26][N:22]2[C:21]2[N:17]([CH:14]3[CH2:13][CH2:12][NH:11][CH2:16][CH2:15]3)[N:18]=[C:19]([CH3:48])[CH:20]=2)=[O:47])[CH2:43][CH2:44]1)#[N:46]. The yield is 0.460.